This data is from Reaction yield outcomes from USPTO patents with 853,638 reactions. The task is: Predict the reaction yield, written as a fraction of the theoretical maximum amount of product (1.0 means a 100% yield; for example, 0.34 means a 34% yield). The reactants are CC(O)=O.[CH3:5][C:6](=O)[CH2:7][C:8](=O)[CH3:9].C([O-])(=O)CO.[NH2:17][C:18]1[NH:22][N:21]=[C:20]([CH2:23][OH:24])[N:19]=1. The catalyst is CC(OC)(C)C. The product is [CH3:5][C:6]1[CH:7]=[C:8]([CH3:9])[N:22]2[N:21]=[C:20]([CH2:23][OH:24])[N:19]=[C:18]2[N:17]=1. The yield is 0.590.